This data is from Reaction yield outcomes from USPTO patents with 853,638 reactions. The task is: Predict the reaction yield, written as a fraction of the theoretical maximum amount of product (1.0 means a 100% yield; for example, 0.34 means a 34% yield). (1) The reactants are [Cl:1][C:2]1[CH:10]=[C:9]([F:11])[C:8]([F:12])=[CH:7][C:3]=1[C:4]([OH:6])=[O:5].[C:13](=O)([O-])[O-].[Cs+].[Cs+].IC. The catalyst is CC(C)=O.C(OCC)C. The product is [CH3:13][O:5][C:4](=[O:6])[C:3]1[CH:7]=[C:8]([F:12])[C:9]([F:11])=[CH:10][C:2]=1[Cl:1]. The yield is 1.00. (2) The reactants are C[O:2][C:3]1[CH:8]=[C:7]([CH2:9][CH2:10][C:11]2[CH:16]=[CH:15][CH:14]=[CH:13][CH:12]=2)[CH:6]=[CH:5][N:4]=1. The catalyst is Cl. The product is [CH2:9]([C:7]1[CH:6]=[CH:5][NH:4][C:3](=[O:2])[CH:8]=1)[CH2:10][C:11]1[CH:16]=[CH:15][CH:14]=[CH:13][CH:12]=1. The yield is 0.950. (3) The reactants are [C:1]([N:8]1[C@@H:12]([C:13]2[CH:18]=[CH:17][CH:16]=[CH:15][CH:14]=2)[CH2:11][CH2:10][C@H:9]1[CH2:19][OH:20])([O:3][C:4]([CH3:7])([CH3:6])[CH3:5])=[O:2].C1(P(C2C=CC=CC=2)C2C=CC=CC=2)C=CC=CC=1.O[C:41]1[CH:50]=[CH:49][C:44]([C:45]([O:47][CH3:48])=[O:46])=[CH:43][CH:42]=1.N(C(OC(C)C)=O)=NC(OC(C)C)=O. No catalyst specified. The product is [C:1]([N:8]1[C@@H:12]([C:13]2[CH:18]=[CH:17][CH:16]=[CH:15][CH:14]=2)[CH2:11][CH2:10][C@H:9]1[CH2:19][O:20][C:41]1[CH:50]=[CH:49][C:44]([C:45]([O:47][CH3:48])=[O:46])=[CH:43][CH:42]=1)([O:3][C:4]([CH3:7])([CH3:6])[CH3:5])=[O:2]. The yield is 0.800. (4) The yield is 0.660. The reactants are [Br:1][C:2]1[CH:8]=[C:7]([CH2:9][CH3:10])[C:5]([NH2:6])=[C:4]([CH2:11][CH3:12])[CH:3]=1.[F:13][B-:14]([F:17])([F:16])[F:15].[H+].[N:19](OC(C)(C)C)=O. The product is [F:13][B-:14]([F:17])([F:16])[F:15].[Br:1][C:2]1[CH:8]=[C:7]([CH2:9][CH3:10])[C:5]([N+:6]#[N:19])=[C:4]([CH2:11][CH3:12])[CH:3]=1. The catalyst is C(O)C. (5) The reactants are C[O:2][C:3]1[CH:8]=[CH:7][C:6]([C:9]2[CH:13]=[C:12]([C:14]3[CH:19]=[CH:18][CH:17]=[CH:16][CH:15]=3)[NH:11][C:10]=2[C:20]([NH:22][CH2:23][CH2:24][CH2:25][CH2:26][CH2:27][C:28]([O:30][CH3:31])=[O:29])=[O:21])=[CH:5][CH:4]=1.CO. The catalyst is ClCCl. The product is [OH:2][C:3]1[CH:8]=[CH:7][C:6]([C:9]2[CH:13]=[C:12]([C:14]3[CH:19]=[CH:18][CH:17]=[CH:16][CH:15]=3)[NH:11][C:10]=2[C:20]([NH:22][CH2:23][CH2:24][CH2:25][CH2:26][CH2:27][C:28]([O:30][CH3:31])=[O:29])=[O:21])=[CH:5][CH:4]=1. The yield is 0.460.